Dataset: Forward reaction prediction with 1.9M reactions from USPTO patents (1976-2016). Task: Predict the product of the given reaction. The product is: [C:35]([C:37]1[CH:38]=[C:39]([NH:43][C:44](=[O:70])[NH:45][C:46]2[CH:47]=[CH:48][C:49]([C:52]3[CH:60]=[C:59]4[C:55]([CH2:56][N:57]([C@@H:62]([CH:67]([CH3:68])[CH3:69])[C:63]([OH:65])=[O:64])[C:58]4=[O:61])=[CH:54][CH:53]=3)=[CH:50][CH:51]=2)[CH:40]=[CH:41][CH:42]=1)#[N:36]. Given the reactants FC1C=CC(NC(=O)NC2C=CC(C3C=C4C(CN([C@@H](C(C)C)C(O)=O)C4=O)=CC=3)=CC=2)=CC=1.[C:35]([C:37]1[CH:38]=[C:39]([NH:43][C:44](=[O:70])[NH:45][C:46]2[CH:51]=[CH:50][C:49]([C:52]3[CH:60]=[C:59]4[C:55]([CH2:56][N:57]([C@@H:62]([CH:67]([CH3:69])[CH3:68])[C:63]([O:65]C)=[O:64])[C:58]4=[O:61])=[CH:54][CH:53]=3)=[CH:48][CH:47]=2)[CH:40]=[CH:41][CH:42]=1)#[N:36], predict the reaction product.